Dataset: Catalyst prediction with 721,799 reactions and 888 catalyst types from USPTO. Task: Predict which catalyst facilitates the given reaction. (1) Reactant: [CH:1]1([N:6]2[CH2:11][CH2:10][N:9]([C:12]([C:14]3[CH:15]=[C:16]4[C:20](=[CH:21][CH:22]=3)[NH:19][C:18]([C:23]([N:25]3[CH2:30][CH2:29][S:28](=[O:32])(=[O:31])[CH2:27][CH2:26]3)=[O:24])=[CH:17]4)=[O:13])[CH2:8][CH2:7]2)[CH2:5][CH2:4][CH2:3][CH2:2]1.[H-].[Na+].Br[CH:36]([CH3:38])[CH3:37]. Product: [CH:1]1([N:6]2[CH2:7][CH2:8][N:9]([C:12]([C:14]3[CH:15]=[C:16]4[C:20](=[CH:21][CH:22]=3)[N:19]([CH:36]([CH3:38])[CH3:37])[C:18]([C:23]([N:25]3[CH2:30][CH2:29][S:28](=[O:31])(=[O:32])[CH2:27][CH2:26]3)=[O:24])=[CH:17]4)=[O:13])[CH2:10][CH2:11]2)[CH2:2][CH2:3][CH2:4][CH2:5]1. The catalyst class is: 9. (2) Reactant: N([O-])=O.[Na+].N[C:6]1[C:7]([CH3:15])=[C:8]([CH:12]=[CH:13][CH:14]=1)[C:9]([OH:11])=[O:10].S(=O)(=O)(O)[OH:17]. Product: [OH:17][C:6]1[C:7]([CH3:15])=[C:8]([CH:12]=[CH:13][CH:14]=1)[C:9]([OH:11])=[O:10]. The catalyst class is: 6.